This data is from Merck oncology drug combination screen with 23,052 pairs across 39 cell lines. The task is: Regression. Given two drug SMILES strings and cell line genomic features, predict the synergy score measuring deviation from expected non-interaction effect. (1) Drug 2: COC12C(COC(N)=O)C3=C(C(=O)C(C)=C(N)C3=O)N1CC1NC12. Synergy scores: synergy=-9.65. Cell line: DLD1. Drug 1: O=S1(=O)NC2(CN1CC(F)(F)F)C1CCC2Cc2cc(C=CCN3CCC(C(F)(F)F)CC3)ccc2C1. (2) Drug 1: COc1cccc2c1C(=O)c1c(O)c3c(c(O)c1C2=O)CC(O)(C(=O)CO)CC3OC1CC(N)C(O)C(C)O1. Drug 2: COC1CC2CCC(C)C(O)(O2)C(=O)C(=O)N2CCCCC2C(=O)OC(C(C)CC2CCC(OP(C)(C)=O)C(OC)C2)CC(=O)C(C)C=C(C)C(O)C(OC)C(=O)C(C)CC(C)C=CC=CC=C1C. Cell line: A375. Synergy scores: synergy=14.9. (3) Drug 1: CN1C(=O)C=CC2(C)C3CCC4(C)C(NC(=O)OCC(F)(F)F)CCC4C3CCC12. Drug 2: Cn1cc(-c2cnn3c(N)c(Br)c(C4CCCNC4)nc23)cn1. Cell line: UACC62. Synergy scores: synergy=16.4. (4) Drug 1: CCN(CC)CCNC(=O)c1c(C)[nH]c(C=C2C(=O)Nc3ccc(F)cc32)c1C. Drug 2: CS(=O)(=O)CCNCc1ccc(-c2ccc3ncnc(Nc4ccc(OCc5cccc(F)c5)c(Cl)c4)c3c2)o1. Cell line: ES2. Synergy scores: synergy=13.0. (5) Drug 1: Cn1nnc2c(C(N)=O)ncn2c1=O. Drug 2: CCc1c2c(nc3ccc(O)cc13)-c1cc3c(c(=O)n1C2)COC(=O)C3(O)CC. Cell line: ES2. Synergy scores: synergy=2.77. (6) Drug 1: O=c1[nH]cc(F)c(=O)[nH]1. Drug 2: O=C(O)C1(Cc2cccc(Nc3nccs3)n2)CCC(Oc2cccc(Cl)c2F)CC1. Cell line: MDAMB436. Synergy scores: synergy=2.82. (7) Drug 1: COC12C(COC(N)=O)C3=C(C(=O)C(C)=C(N)C3=O)N1CC1NC12. Drug 2: Cn1cc(-c2cnn3c(N)c(Br)c(C4CCCNC4)nc23)cn1. Cell line: KPL1. Synergy scores: synergy=-1.38.